The task is: Predict which catalyst facilitates the given reaction.. This data is from Catalyst prediction with 721,799 reactions and 888 catalyst types from USPTO. (1) Product: [F:15][C:16]1[CH:17]=[C:18]([CH:22]=[C:23]([F:29])[C:24]=1[O:25][CH2:26][C:27]#[CH:28])[C:19]([N:7]1[CH:6]2[CH:1]1[CH2:2][CH2:3][CH2:4][CH2:5]2)=[O:20]. The catalyst class is: 13. Reactant: [CH:1]12[NH:7][CH:6]1[CH2:5][CH2:4][CH2:3][CH2:2]2.C(N(CC)CC)C.[F:15][C:16]1[CH:17]=[C:18]([CH:22]=[C:23]([F:29])[C:24]=1[O:25][CH2:26][C:27]#[CH:28])[C:19](Cl)=[O:20]. (2) Product: [F:22][C:2]([F:1])([F:21])[C:3]([N:5]1[CH2:11][CH:10]([CH:12]([CH3:14])[CH3:13])[C:9]2[CH:15]=[C:16]([Br:20])[C:17]([O:19][CH2:25][CH:24]=[CH2:23])=[CH:18][C:8]=2[CH2:7][CH2:6]1)=[O:4]. The catalyst class is: 646. Reactant: [F:1][C:2]([F:22])([F:21])[C:3]([N:5]1[CH2:11][CH:10]([CH:12]([CH3:14])[CH3:13])[C:9]2[CH:15]=[C:16]([Br:20])[C:17]([OH:19])=[CH:18][C:8]=2[CH2:7][CH2:6]1)=[O:4].[CH2:23](Br)[CH:24]=[CH2:25]. (3) Reactant: [CH3:1][C:2]1[CH:10]=[CH:9][C:5]([C:6]([OH:8])=O)=[CH:4][C:3]=1[C:11]1[CH:12]=[C:13]2[C:18](=[CH:19][CH:20]=1)[C:17]([CH:21]([CH3:26])[C:22]([F:25])([F:24])[F:23])=[N:16][N:15]=[CH:14]2.CN(C(ON1N=NC2[CH:38]=[CH:39][CH:40]=[N:41]C1=2)=[N+](C)C)C.F[P-](F)(F)(F)(F)F.C1(N)CC1. Product: [CH:40]1([NH:41][C:6](=[O:8])[C:5]2[CH:9]=[CH:10][C:2]([CH3:1])=[C:3]([C:11]3[CH:12]=[C:13]4[C:18](=[CH:19][CH:20]=3)[C:17]([CH:21]([CH3:26])[C:22]([F:23])([F:24])[F:25])=[N:16][N:15]=[CH:14]4)[CH:4]=2)[CH2:38][CH2:39]1. The catalyst class is: 9. (4) Reactant: Cl.[F:2][C:3]1[CH:11]=[C:10]2[C:6]([C:7]([C:21]3[CH:29]=[C:28]4[C:24]([CH:25]=[N:26][N:27]4[CH2:30][CH:31]4[CH2:36][CH2:35][NH:34][CH2:33][CH2:32]4)=[CH:23][CH:22]=3)=[CH:8][N:9]2[S:12]([C:15]2[CH:20]=[CH:19][CH:18]=[CH:17][CH:16]=2)(=[O:14])=[O:13])=[CH:5][CH:4]=1.Cl.FC1C=C2C(C(C3C=CC4C(C=3)=NN(CC3CCNCC3)C=4)=CN2S(C2C=CC=CC=2)(=O)=O)=CC=1.CCN(CC)CC.[C:80](Cl)(=[O:82])[CH3:81]. Product: [F:2][C:3]1[CH:11]=[C:10]2[C:6]([C:7]([C:21]3[CH:29]=[C:28]4[C:24]([CH:25]=[N:26][N:27]4[CH2:30][CH:31]4[CH2:36][CH2:35][N:34]([C:80](=[O:82])[CH3:81])[CH2:33][CH2:32]4)=[CH:23][CH:22]=3)=[CH:8][N:9]2[S:12]([C:15]2[CH:16]=[CH:17][CH:18]=[CH:19][CH:20]=2)(=[O:13])=[O:14])=[CH:5][CH:4]=1. The catalyst class is: 2. (5) Reactant: [CH3:1][C:2]1([CH3:29])[O:7][CH2:6][C:5]([CH2:10][O:11][Si:12]([C:25]([CH3:28])([CH3:27])[CH3:26])([C:19]2[CH:24]=[CH:23][CH:22]=[CH:21][CH:20]=2)[C:13]2[CH:18]=[CH:17][CH:16]=[CH:15][CH:14]=2)([CH2:8]O)[CH2:4][O:3]1.[C:30]1(C)[CH:35]=[C:34]([S:36](CCl)(=[O:38])=[O:37])[CH:33]=[CH:32][CH:31]=1.[CH2:42](Cl)Cl. Product: [CH3:29][C:2]1([CH3:1])[O:7][CH2:6][C:5]([CH2:10][O:11][Si:12]([C:25]([CH3:27])([CH3:26])[CH3:28])([C:13]2[CH:18]=[CH:17][CH:16]=[CH:15][CH:14]=2)[C:19]2[CH:24]=[CH:23][CH:22]=[CH:21][CH:20]=2)([CH2:8][S:36]([C:34]2[C:33]([CH3:42])=[CH:32][CH:31]=[CH:30][CH:35]=2)(=[O:37])=[O:38])[CH2:4][O:3]1. The catalyst class is: 142. (6) Reactant: C1(P(C2C=CC=CC=2)C2C=CC=CC=2)C=CC=CC=1.II.C(N(CC)CC)C.[Si:29]([O:36][C@@H:37]([CH3:64])[C@@H:38]([NH:53][C:54]1[CH:59]=[CH:58][C:57]([C:60]#[N:61])=[C:56]([Cl:62])[C:55]=1[CH3:63])[C:39]([NH:41][NH:42][C:43](=O)[C:44]1[CH:49]=[CH:48][C:47]([C:50]#[N:51])=[CH:46][CH:45]=1)=[O:40])([C:32]([CH3:35])([CH3:34])[CH3:33])([CH3:31])[CH3:30]. Product: [Si:29]([O:36][C@@H:37]([CH3:64])[C@@H:38]([NH:53][C:54]1[CH:59]=[CH:58][C:57]([C:60]#[N:61])=[C:56]([Cl:62])[C:55]=1[CH3:63])[C:39]1[O:40][C:43]([C:44]2[CH:45]=[CH:46][C:47]([C:50]#[N:51])=[CH:48][CH:49]=2)=[N:42][N:41]=1)([C:32]([CH3:33])([CH3:35])[CH3:34])([CH3:30])[CH3:31]. The catalyst class is: 91.